Dataset: Catalyst prediction with 721,799 reactions and 888 catalyst types from USPTO. Task: Predict which catalyst facilitates the given reaction. (1) Reactant: [Cl:1][C:2]1[CH:3]=[C:4]([C:9]2([OH:21])[CH2:13][CH2:12][N:11](C(OC(C)(C)C)=O)[CH2:10]2)[CH:5]=[CH:6][C:7]=1[F:8].FC(F)(F)C(O)=O. Product: [Cl:1][C:2]1[CH:3]=[C:4]([C:9]2([OH:21])[CH2:13][CH2:12][NH:11][CH2:10]2)[CH:5]=[CH:6][C:7]=1[F:8]. The catalyst class is: 4. (2) Reactant: [CH3:1][C:2]1[N:7]=[C:6]([N:8]2[C:17]3[C:12](=[CH:13][CH:14]=[CH:15][CH:16]=3)[N:11]=[C:10]([C:18]([OH:20])=[O:19])[C:9]2=[O:21])[CH:5]=[CH:4][CH:3]=1.[C:22](Cl)(=[O:26])[C:23](Cl)=O. Product: [CH3:1][C:2]1[N:7]=[C:6]([N:8]2[C:17]3[C:12](=[CH:13][CH:14]=[CH:15][CH:16]=3)[N:11]=[C:10]([C:18]([O:20][C:2]3[CH2:3][CH2:4][CH2:23][C:22](=[O:26])[CH:1]=3)=[O:19])[C:9]2=[O:21])[CH:5]=[CH:4][CH:3]=1. The catalyst class is: 22. (3) Reactant: [OH:1][C:2]1[C:10]2[N:9]=[C:8]([CH3:11])[N:7]([S:12]([C:15]3[CH:20]=[CH:19][C:18]([CH3:21])=[CH:17][CH:16]=3)(=[O:14])=[O:13])[C:6]=2[CH:5]=[C:4]([C:22]([N:24]([CH3:26])[CH3:25])=[O:23])[CH:3]=1. Product: [CH3:22][N:24]([CH2:26][C:3]1[C:4]([C:22]([N:24]([CH3:26])[CH3:25])=[O:23])=[CH:5][C:6]2[N:7]([S:12]([C:15]3[CH:16]=[CH:17][C:18]([CH3:21])=[CH:19][CH:20]=3)(=[O:14])=[O:13])[C:8]([CH3:11])=[N:9][C:10]=2[C:2]=1[OH:1])[CH3:25]. The catalyst class is: 4. (4) Reactant: [CH3:1][O:2][C:3]1[CH:8]=[CH:7][CH:6]=[CH:5][C:4]=1[NH2:9].C[Si](Cl)(C)C.CC1(C)[O:21][C:20](=O)[CH2:19][C:18](=[O:23])[O:17]1.O. Product: [CH3:1][O:2][C:3]1[CH:8]=[CH:7][CH:6]=[CH:5][C:4]=1[NH:9][C:20](=[O:21])[CH2:19][C:18]([OH:23])=[O:17]. The catalyst class is: 2.